From a dataset of Catalyst prediction with 721,799 reactions and 888 catalyst types from USPTO. Predict which catalyst facilitates the given reaction. Reactant: [CH3:1][C:2]1[C:7]([NH:8][C:9]2[N:13]([C:14]3[CH:19]=[C:18]([NH:20][CH3:21])[N:17]=[CH:16][N:15]=3)[N:12]=[C:11]([CH3:22])[CH:10]=2)=[CH:6][C:5]([NH2:23])=[CH:4][CH:3]=1.[CH:24]([NH:27][CH2:28][C:29]1[CH:30]=[C:31]([CH:35]=[C:36]([C:38]([F:41])([F:40])[F:39])[CH:37]=1)[C:32](O)=[O:33])([CH3:26])[CH3:25].CN(C(ON1N=NC2C=CC=NC1=2)=[N+](C)C)C.F[P-](F)(F)(F)(F)F.CCN(C(C)C)C(C)C. Product: [CH:24]([NH:27][CH2:28][C:29]1[CH:30]=[C:31]([CH:35]=[C:36]([C:38]([F:39])([F:40])[F:41])[CH:37]=1)[C:32]([NH:23][C:5]1[CH:4]=[CH:3][C:2]([CH3:1])=[C:7]([NH:8][C:9]2[N:13]([C:14]3[CH:19]=[C:18]([NH:20][CH3:21])[N:17]=[CH:16][N:15]=3)[N:12]=[C:11]([CH3:22])[CH:10]=2)[CH:6]=1)=[O:33])([CH3:26])[CH3:25]. The catalyst class is: 3.